Predict which catalyst facilitates the given reaction. From a dataset of Catalyst prediction with 721,799 reactions and 888 catalyst types from USPTO. Reactant: [F:1][C:2]([F:24])([F:23])[S:3]([O:6][C:7]1[C:15]2[CH2:14][CH2:13][N:12]([C:16]([O:18][C:19]([CH3:22])([CH3:21])[CH3:20])=[O:17])[CH2:11][C:10]=2[NH:9][N:8]=1)(=[O:5])=[O:4].[H-].[Na+].[CH3:27][Si:28]([CH3:35])([CH3:34])[CH2:29][CH2:30][O:31][CH2:32]Cl.O. Product: [F:24][C:2]([F:23])([F:1])[S:3]([O:6][C:7]1[C:15]2[CH2:14][CH2:13][N:12]([C:16]([O:18][C:19]([CH3:21])([CH3:20])[CH3:22])=[O:17])[CH2:11][C:10]=2[N:9]([CH2:32][O:31][CH2:30][CH2:29][Si:28]([CH3:35])([CH3:34])[CH3:27])[N:8]=1)(=[O:4])=[O:5]. The catalyst class is: 1.